This data is from Full USPTO retrosynthesis dataset with 1.9M reactions from patents (1976-2016). The task is: Predict the reactants needed to synthesize the given product. (1) Given the product [Cl:1][C:2]1[C:3]([O:16][C:17]2[CH:22]=[CH:21][C:20]([Cl:23])=[C:19]([C:24]([F:27])([F:26])[F:25])[CH:18]=2)=[CH:4][C:5]([F:15])=[C:6]([CH:14]=1)[C:7]([NH:9][S:10](=[O:12])(=[O:13])[NH:11][CH3:28])=[O:8], predict the reactants needed to synthesize it. The reactants are: [Cl:1][C:2]1[C:3]([O:16][C:17]2[CH:22]=[CH:21][C:20]([Cl:23])=[C:19]([C:24]([F:27])([F:26])[F:25])[CH:18]=2)=[CH:4][C:5]([F:15])=[C:6]([CH:14]=1)[C:7]([NH:9][S:10](=[O:13])(=[O:12])[NH2:11])=[O:8].[CH3:28][Si]([N-][Si](C)(C)C)(C)C.[Li+].IC. (2) Given the product [CH2:1]([O:3][C:4](=[O:13])[C:5]1[CH:10]=[C:9]([CH3:11])[N:8]=[C:7]([NH:23][CH:20]([CH3:22])[CH3:21])[CH:6]=1)[CH3:2], predict the reactants needed to synthesize it. The reactants are: [CH2:1]([O:3][C:4](=[O:13])[C:5]1[CH:10]=[C:9]([CH3:11])[N:8]=[C:7](Cl)[CH:6]=1)[CH3:2].C([O-])([O-])=O.[Cs+].[Cs+].[CH:20]([NH2:23])([CH3:22])[CH3:21].CC1(C)C2C(=C(P(C3C=CC=CC=3)C3C=CC=CC=3)C=CC=2)OC2C(P(C3C=CC=CC=3)C3C=CC=CC=3)=CC=CC1=2. (3) Given the product [F:30][C:28]1[CH:27]=[C:4]([CH:3]=[C:2]([F:1])[CH:29]=1)[CH2:5][C:6]1([CH3:26])[C:14]2[C:9](=[CH:10][CH:11]=[C:12]([C:15]3[CH:20]=[CH:19][CH:18]=[C:17]([C:21]([F:22])([F:23])[F:24])[CH:16]=3)[CH:13]=2)[N:8]([CH2:34][C:35]2[N:39]=[CH:38][N:37]([CH3:40])[N:36]=2)[C:7]1=[O:25], predict the reactants needed to synthesize it. The reactants are: [F:1][C:2]1[CH:3]=[C:4]([CH:27]=[C:28]([F:30])[CH:29]=1)[CH2:5][C:6]1([CH3:26])[C:14]2[C:9](=[CH:10][CH:11]=[C:12]([C:15]3[CH:20]=[CH:19][CH:18]=[C:17]([C:21]([F:24])([F:23])[F:22])[CH:16]=3)[CH:13]=2)[NH:8][C:7]1=[O:25].[H-].[Na+].Cl[CH2:34][C:35]1[N:39]=[CH:38][N:37]([CH3:40])[N:36]=1. (4) Given the product [CH3:1][N:2]1[C:8]([OH:9])=[C:7]([CH3:13])[C:6]([C:5]([F:16])([F:15])[F:4])=[N:3]1, predict the reactants needed to synthesize it. The reactants are: [CH3:1][NH:2][NH2:3].[F:4][C:5]([F:16])([F:15])[C:6](=O)[CH:7]([CH3:13])[C:8](OCC)=[O:9].Cl. (5) Given the product [CH3:1][C:2]1[CH:7]=[C:6]([CH3:8])[NH:5][C:4](=[O:9])[C:3]=1[CH2:10][NH:11][C:12](=[O:37])[C:13]1[CH:18]=[C:17]([C:19]2[CH:20]=[N:21][C:22]([CH2:25][N:39]([CH3:40])[CH3:38])=[CH:23][CH:24]=2)[CH:16]=[C:15]([N:27]([CH2:34][CH3:35])[CH:28]2[CH2:33][CH2:32][O:31][CH2:30][CH2:29]2)[C:14]=1[CH3:36], predict the reactants needed to synthesize it. The reactants are: [CH3:1][C:2]1[CH:7]=[C:6]([CH3:8])[NH:5][C:4](=[O:9])[C:3]=1[CH2:10][NH:11][C:12](=[O:37])[C:13]1[CH:18]=[C:17]([C:19]2[CH:20]=[N:21][C:22]([CH:25]=O)=[CH:23][CH:24]=2)[CH:16]=[C:15]([N:27]([CH2:34][CH3:35])[CH:28]2[CH2:33][CH2:32][O:31][CH2:30][CH2:29]2)[C:14]=1[CH3:36].[CH3:38][NH:39][CH3:40].C(O)(=O)C.C(O[BH-](OC(=O)C)OC(=O)C)(=O)C.[Na+]. (6) Given the product [Cl:1][C:2]1[C:3]([O:30][CH3:31])=[CH:4][C:5]([O:28][CH3:29])=[C:6]([NH:8][C:9](=[O:10])[CH2:11][N:12]2[C:21]3[C:16](=[CH:17][CH:18]=[CH:19][CH:20]=3)[C:15](=[O:22])[N:14]([CH2:23][C:24]([N:60]3[CH2:61][CH2:62][C@H:58]([N:57]([CH3:63])[CH3:56])[CH2:59]3)=[O:25])[C:13]2=[O:27])[CH:7]=1, predict the reactants needed to synthesize it. The reactants are: [Cl:1][C:2]1[C:3]([O:30][CH3:31])=[CH:4][C:5]([O:28][CH3:29])=[C:6]([NH:8][C:9]([CH2:11][N:12]2[C:21]3[C:16](=[CH:17][CH:18]=[CH:19][CH:20]=3)[C:15](=[O:22])[N:14]([CH2:23][C:24](O)=[O:25])[C:13]2=[O:27])=[O:10])[CH:7]=1.CN(C(ON1N=NC2C=CC=NC1=2)=[N+](C)C)C.F[P-](F)(F)(F)(F)F.[CH3:56][N:57]([CH3:63])[C@H:58]1[CH2:62][CH2:61][NH:60][CH2:59]1.CCN(C(C)C)C(C)C. (7) Given the product [F:1][C:2]1[CH:3]=[C:4]([CH:29]=[C:30]([N:32]2[CH2:37][CH2:36][O:35][CH2:34][CH2:33]2)[CH:31]=1)[C:5]([NH:7][C:8]1[C:17]2[C:12](=[CH:13][CH:14]=[CH:15][CH:16]=2)[C:11]([O:18][C:19]2[CH:24]=[CH:23][N:22]=[C:21]([NH:45][CH:42]3[CH2:43][CH2:44][CH:39]([CH3:38])[CH2:40][CH2:41]3)[N:20]=2)=[CH:10][CH:9]=1)=[O:6], predict the reactants needed to synthesize it. The reactants are: [F:1][C:2]1[CH:3]=[C:4]([CH:29]=[C:30]([N:32]2[CH2:37][CH2:36][O:35][CH2:34][CH2:33]2)[CH:31]=1)[C:5]([NH:7][C:8]1[C:17]2[C:12](=[CH:13][CH:14]=[CH:15][CH:16]=2)[C:11]([O:18][C:19]2[CH:24]=[CH:23][N:22]=[C:21](S(C)(=O)=O)[N:20]=2)=[CH:10][CH:9]=1)=[O:6].[CH3:38][CH:39]1[CH2:44][CH2:43][CH:42]([NH2:45])[CH2:41][CH2:40]1. (8) Given the product [C:1]([C:5]1[CH:6]=[CH:7][C:8]([S:11]([N:14]([C:15]2[CH:16]=[C:17]3[C:22](=[CH:23][CH:24]=2)[N:21]=[CH:20][CH:19]=[CH:18]3)[CH2:25][C:26]([N:36]([CH2:37][CH2:38][CH2:39][OH:40])[CH2:35][C:30]2[CH:31]=[CH:32][CH:33]=[CH:34][N:29]=2)=[O:27])(=[O:12])=[O:13])=[CH:9][CH:10]=1)([CH3:2])([CH3:4])[CH3:3], predict the reactants needed to synthesize it. The reactants are: [C:1]([C:5]1[CH:10]=[CH:9][C:8]([S:11]([N:14]([CH2:25][C:26](O)=[O:27])[C:15]2[CH:16]=[C:17]3[C:22](=[CH:23][CH:24]=2)[N:21]=[CH:20][CH:19]=[CH:18]3)(=[O:13])=[O:12])=[CH:7][CH:6]=1)([CH3:4])([CH3:3])[CH3:2].[N:29]1[CH:34]=[CH:33][CH:32]=[CH:31][C:30]=1[CH2:35][NH:36][CH2:37][CH2:38][CH2:39][OH:40]. (9) Given the product [I:19][C:13]1[CH:14]=[N:15][C:16]2[C:11]([CH:12]=1)=[CH:10][C:9]([O:8][CH:5]([CH2:6][CH3:7])[C:4]([OH:20])=[O:3])=[CH:18][CH:17]=2, predict the reactants needed to synthesize it. The reactants are: C([O:3][C:4](=[O:20])[CH:5]([O:8][C:9]1[CH:10]=[C:11]2[C:16](=[CH:17][CH:18]=1)[N:15]=[CH:14][C:13]([I:19])=[CH:12]2)[CH2:6][CH3:7])C.[OH-].[Na+].C(OCC)(=O)C. (10) Given the product [Br:1][C:2]1[CH:3]=[C:4]2[C:14](=[CH:15][CH:16]=1)[C@@:7]1([O:11][C:10](=[O:12])[N:9]([CH2:18][C:19]([N:21]([C@@H:30]([CH:32]3[CH2:33][CH2:34]3)[CH3:31])[CH2:22][C:23]3[CH:28]=[CH:27][C:26]([F:29])=[CH:25][CH:24]=3)=[O:20])[C:8]1=[O:13])[CH2:6][CH2:5]2, predict the reactants needed to synthesize it. The reactants are: [Br:1][C:2]1[CH:3]=[C:4]2[C:14](=[CH:15][CH:16]=1)[C@:7]1([O:11][C:10](=[O:12])[NH:9][C:8]1=[O:13])[CH2:6][CH2:5]2.Br[CH2:18][C:19]([N:21]([C@@H:30]([CH:32]1[CH2:34][CH2:33]1)[CH3:31])[CH2:22][C:23]1[CH:28]=[CH:27][C:26]([F:29])=[CH:25][CH:24]=1)=[O:20].BrCC(N(CC1C=CC(F)=CC=1)[C@@H](C)C(F)(F)F)=O.